From a dataset of CYP2C9 inhibition data for predicting drug metabolism from PubChem BioAssay. Regression/Classification. Given a drug SMILES string, predict its absorption, distribution, metabolism, or excretion properties. Task type varies by dataset: regression for continuous measurements (e.g., permeability, clearance, half-life) or binary classification for categorical outcomes (e.g., BBB penetration, CYP inhibition). Dataset: cyp2c9_veith. The molecule is COc1cccc(Cn2c(=O)c(-c3ccccc3)nc3cnc(N4CCN(C)CC4)nc32)c1. The result is 0 (non-inhibitor).